This data is from Tyrosyl-DNA phosphodiesterase HTS with 341,365 compounds. The task is: Binary Classification. Given a drug SMILES string, predict its activity (active/inactive) in a high-throughput screening assay against a specified biological target. (1) The drug is S(c1n(CCCN(CC)CC)c(nn1)c1c(occ1)C)CC(=O)Nc1cc(F)ccc1. The result is 0 (inactive). (2) The drug is Clc1nccnc1. The result is 0 (inactive). (3) The drug is O=C1/C(=c2\nc(N3CCCC3)c3c([nH]2)cccc3)C=CC=C1. The result is 0 (inactive). (4) The compound is Clc1cc(NC(=S)NN)c(cc1)C. The result is 0 (inactive).